Task: Predict the reactants needed to synthesize the given product.. Dataset: Full USPTO retrosynthesis dataset with 1.9M reactions from patents (1976-2016) (1) Given the product [CH2:1]([N:8]1[C:20]2[CH:19]=[C:18]3[C:13]([CH:14]=[CH:15][N:16]=[C:17]3[N:33]3[CH2:34][CH2:35][N:30]([CH3:29])[CH2:31][CH2:32]3)=[CH:12][C:11]=2[CH2:10][CH2:9]1)[C:2]1[CH:7]=[CH:6][CH:5]=[CH:4][CH:3]=1, predict the reactants needed to synthesize it. The reactants are: [CH2:1]([N:8]1[C:20]2[CH:19]=[C:18]3[C:13]([CH:14]=[CH:15][N:16]=[C:17]3OS(C(F)(F)F)(=O)=O)=[CH:12][C:11]=2[CH2:10][CH2:9]1)[C:2]1[CH:7]=[CH:6][CH:5]=[CH:4][CH:3]=1.[CH3:29][N:30]1[CH2:35][CH2:34][NH:33][CH2:32][CH2:31]1. (2) Given the product [O:20]1[CH2:24][CH2:23][C:22]2[CH:25]=[C:26]([CH2:29][NH:30][C:2]3[N:7]=[C:6]([NH:8][C:9]4[CH:14]=[CH:13][C:12]5[O:15][CH2:16][CH2:17][O:18][C:11]=5[CH:10]=4)[C:5]([F:19])=[CH:4][N:3]=3)[CH:27]=[CH:28][C:21]1=2, predict the reactants needed to synthesize it. The reactants are: Cl[C:2]1[N:7]=[C:6]([NH:8][C:9]2[CH:14]=[CH:13][C:12]3[O:15][CH2:16][CH2:17][O:18][C:11]=3[CH:10]=2)[C:5]([F:19])=[CH:4][N:3]=1.[O:20]1[CH2:24][CH2:23][C:22]2[CH:25]=[C:26]([CH2:29][NH2:30])[CH:27]=[CH:28][C:21]1=2. (3) Given the product [CH3:1][O:2][C:3]1[CH:4]=[C:5]([S:9]([NH:13][C:14]2[CH:26]=[CH:25][C:24]3[C:23]4[C:18](=[CH:19][C:20]([NH:27][S:9]([C:5]5[CH:6]=[CH:7][CH:8]=[C:3]([O:2][CH3:1])[CH:4]=5)(=[O:11])=[O:10])=[CH:21][CH:22]=4)[C:17](=[O:28])[C:16]=3[CH:15]=2)(=[O:11])=[O:10])[CH:6]=[CH:7][CH:8]=1, predict the reactants needed to synthesize it. The reactants are: [CH3:1][O:2][C:3]1[CH:4]=[C:5]([S:9](Cl)(=[O:11])=[O:10])[CH:6]=[CH:7][CH:8]=1.[NH2:13][C:14]1[CH:26]=[CH:25][C:24]2[C:23]3[C:18](=[CH:19][C:20]([NH2:27])=[CH:21][CH:22]=3)[C:17](=[O:28])[C:16]=2[CH:15]=1. (4) Given the product [F:1][C:2]([F:6])([F:5])[CH2:3][O:4][C:10]1[S:14][C:13]([C:15]([O:17][CH2:18][CH3:19])=[O:16])=[CH:12][CH:11]=1, predict the reactants needed to synthesize it. The reactants are: [F:1][C:2]([F:6])([F:5])[CH2:3][OH:4].[H-].[Na+].Cl[C:10]1[S:14][C:13]([C:15]([O:17][CH2:18][CH3:19])=[O:16])=[CH:12][CH:11]=1.Cl. (5) Given the product [Br:1][C:2]1[N:7]=[CH:6][C:5]2[N:8]=[C:9]([C:17]3[C:18]([NH2:24])=[N:19][O:21][N:20]=3)[N:10]([C:11]3[CH:16]=[CH:15][CH:14]=[CH:13][CH:12]=3)[C:4]=2[CH:3]=1, predict the reactants needed to synthesize it. The reactants are: [Br:1][C:2]1[N:7]=[CH:6][C:5]2[N:8]=[C:9]([C:17](=[N:20][OH:21])[C:18]#[N:19])[N:10]([C:11]3[CH:16]=[CH:15][CH:14]=[CH:13][CH:12]=3)[C:4]=2[CH:3]=1.C([N:24](CC)CC)C.NO.O.